Predict the reaction yield, written as a fraction of the theoretical maximum amount of product (1.0 means a 100% yield; for example, 0.34 means a 34% yield). From a dataset of Reaction yield outcomes from USPTO patents with 853,638 reactions. (1) The reactants are Cl[C:2]([O:4][CH2:5][C:6]1[CH:11]=[CH:10][CH:9]=[CH:8][CH:7]=1)=[O:3].[OH-].[Na+].S(O)(O)(=O)=O.[CH3:19][S:20][C:21](=[NH:23])[NH2:22].[CH3:19][S:20][C:21](=[NH:23])[NH2:22].O. The catalyst is C(Cl)Cl. The product is [CH2:5]([O:4][C:2]([NH:23][C:21](=[NH:22])[S:20][CH3:19])=[O:3])[C:6]1[CH:11]=[CH:10][CH:9]=[CH:8][CH:7]=1. The yield is 0.300. (2) The reactants are N[C:2]1[C:9]([Br:10])=[CH:8][C:7]([N+:11]([O-:13])=[O:12])=[CH:6][C:3]=1[C:4]#[N:5].OS(O)(=O)=O.N([O-])=O.[Na+].CCOC(C)=O. The catalyst is CCO.O. The product is [Br:10][C:9]1[CH:2]=[C:3]([CH:6]=[C:7]([N+:11]([O-:13])=[O:12])[CH:8]=1)[C:4]#[N:5]. The yield is 0.820. (3) The reactants are [C:1]([C:5]1[CH:9]=[C:8]([NH2:10])[N:7]([C:11]2[CH:16]=[CH:15][C:14]([CH3:17])=[CH:13][CH:12]=2)[N:6]=1)([CH3:4])([CH3:3])[CH3:2].[C:18]([O-])(O)=[O:19].[Na+].O=C(Cl)OC(Cl)(Cl)Cl. The catalyst is C(Cl)Cl. The product is [C:1]([C:5]1[CH:9]=[C:8]([N:10]=[C:18]=[O:19])[N:7]([C:11]2[CH:12]=[CH:13][C:14]([CH3:17])=[CH:15][CH:16]=2)[N:6]=1)([CH3:4])([CH3:3])[CH3:2]. The yield is 0.900.